The task is: Predict the reactants needed to synthesize the given product.. This data is from Full USPTO retrosynthesis dataset with 1.9M reactions from patents (1976-2016). (1) Given the product [CH3:1][C:2]1[CH:10]=[CH:9][C:8]2[N:7]([CH2:22][CH2:21][C:20]3[CH:23]=[CH:24][CH:25]=[CH:26][C:19]=3[CH3:18])[C:6]3[CH:11]4[CH2:17][N:15]([CH2:16][C:5]=3[C:4]=2[CH:3]=1)[CH2:14][CH2:13][CH2:12]4, predict the reactants needed to synthesize it. The reactants are: [CH3:1][C:2]1[CH:10]=[CH:9][C:8]2[NH:7][C:6]3[CH:11]4[CH2:17][N:15]([CH2:16][C:5]=3[C:4]=2[CH:3]=1)[CH2:14][CH2:13][CH2:12]4.[CH3:18][C:19]1[CH:26]=[CH:25][CH:24]=[CH:23][C:20]=1[CH:21]=[CH2:22]. (2) Given the product [CH:1]1([CH2:7][CH2:8][CH2:9][C@@H:10]([C:19]2[O:23][N:22]=[C:21]([CH2:24][N:36]3[CH2:40][CH2:39][CH2:38][CH2:37]3)[N:20]=2)[CH2:11][C:12]([O:14][C:15]([CH3:18])([CH3:16])[CH3:17])=[O:13])[CH2:2][CH2:3][CH2:4][CH2:5][CH2:6]1, predict the reactants needed to synthesize it. The reactants are: [CH:1]1([CH2:7][CH2:8][CH2:9][C@@H:10]([C:19]2[O:23][N:22]=[C:21]([CH2:24]OS(C3C=CC(C)=CC=3)(=O)=O)[N:20]=2)[CH2:11][C:12]([O:14][C:15]([CH3:18])([CH3:17])[CH3:16])=[O:13])[CH2:6][CH2:5][CH2:4][CH2:3][CH2:2]1.[NH:36]1[CH2:40][CH2:39][CH2:38][CH2:37]1. (3) The reactants are: [Cl:1][C:2]1[CH:7]=[CH:6][C:5]([NH2:8])=[CH:4][C:3]=1[C:9]1[S:10][C:11]2[CH:17]=[CH:16][C:15]([C:18]([F:21])([F:20])[F:19])=[CH:14][C:12]=2[N:13]=1.N1C=CC=CC=1.Cl[C:29]([O:31][CH3:32])=[O:30]. Given the product [CH3:32][O:31][C:29](=[O:30])[NH:8][C:5]1[CH:6]=[CH:7][C:2]([Cl:1])=[C:3]([C:9]2[S:10][C:11]3[CH:17]=[CH:16][C:15]([C:18]([F:19])([F:21])[F:20])=[CH:14][C:12]=3[N:13]=2)[CH:4]=1, predict the reactants needed to synthesize it. (4) Given the product [F:30][C:19]1[CH:18]=[C:17]([CH:22]=[C:21]([N:23]2[CH2:24][CH2:25][CH:26]([CH3:29])[CH2:27][CH2:28]2)[CH:20]=1)[C:16]([NH:15][C:8]1[C:9]2[C:14](=[CH:13][CH:12]=[CH:11][CH:10]=2)[C:5]([O:4][CH2:3][C:1]2[N:36]=[N:37][NH:38][N:2]=2)=[CH:6][CH:7]=1)=[O:31], predict the reactants needed to synthesize it. The reactants are: [C:1]([CH2:3][O:4][C:5]1[C:14]2[C:9](=[CH:10][CH:11]=[CH:12][CH:13]=2)[C:8]([NH:15][C:16](=[O:31])[C:17]2[CH:22]=[C:21]([N:23]3[CH2:28][CH2:27][CH:26]([CH3:29])[CH2:25][CH2:24]3)[CH:20]=[C:19]([F:30])[CH:18]=2)=[CH:7][CH:6]=1)#[N:2].C[Si]([N:36]=[N+:37]=[N-:38])(C)C.C([Sn](=O)CCCC)CCC.CO. (5) Given the product [CH3:18][O:19][C:7]1[S:8][C:9]([C:10]2[CH:11]=[C:12]([CH3:16])[CH:13]=[CH:14][CH:15]=2)=[C:5]([C:3]([OH:2])=[O:4])[N:6]=1, predict the reactants needed to synthesize it. The reactants are: C[O:2][C:3]([C:5]1[N:6]=[C:7](Br)[S:8][C:9]=1[C:10]1[CH:11]=[C:12]([CH3:16])[CH:13]=[CH:14][CH:15]=1)=[O:4].[CH3:18][OH:19]. (6) The reactants are: [CH:1]1([C:4]2[N:13]=[C:12]([N:14]3[CH2:19][CH2:18][N:17]([C:20]4[CH:25]=[CH:24][CH:23]=[CH:22][C:21]=4[N:26]([CH3:28])[CH3:27])[CH2:16][CH2:15]3)[C:11]3[C:6](=[CH:7][C:8]([O:31][CH3:32])=[C:9]([O:29][CH3:30])[CH:10]=3)[N:5]=2)[CH2:3][CH2:2]1.[Cl:33]C1C=CC(N2CCN(C3C4C(=CC(OC)=C(OC)C=4)N=C(C4CC4)N=3)CC2)=C(N)C=1. Given the product [Cl:33][C:23]1[CH:24]=[CH:25][C:20]([N:17]2[CH2:18][CH2:19][N:14]([C:12]3[C:11]4[C:6](=[CH:7][C:8]([O:31][CH3:32])=[C:9]([O:29][CH3:30])[CH:10]=4)[N:5]=[C:4]([CH:1]4[CH2:2][CH2:3]4)[N:13]=3)[CH2:15][CH2:16]2)=[C:21]([N:26]([CH3:27])[CH3:28])[CH:22]=1, predict the reactants needed to synthesize it. (7) Given the product [CH3:21][O:14][C:13](=[O:15])[CH2:12][C:3]1[CH:4]=[C:5]2[C:10](=[CH:11][C:2]=1[F:1])[N:9]=[CH:8][CH:7]=[CH:6]2, predict the reactants needed to synthesize it. The reactants are: [F:1][C:2]1[CH:11]=[C:10]2[C:5]([CH:6]=[CH:7][CH:8]=[N:9]2)=[CH:4][C:3]=1[CH2:12][C:13]([OH:15])=[O:14].OS(O)(=O)=O.[CH3:21]O. (8) Given the product [CH2:23]([N:30]1[C:38]2[C:33](=[CH:34][CH:35]=[CH:36][CH:37]=2)[C:32]([CH2:39][NH:19][CH2:18][CH2:17][CH2:16][NH:15][C:7]2[CH:6]=[C:5]([O:4][CH3:3])[C:14]3[C:9](=[CH:10][CH:11]=[CH:12][CH:13]=3)[N:8]=2)=[CH:31]1)[C:24]1[CH:25]=[CH:26][CH:27]=[CH:28][CH:29]=1, predict the reactants needed to synthesize it. The reactants are: Cl.Cl.[CH3:3][O:4][C:5]1[C:14]2[C:9](=[CH:10][CH:11]=[CH:12][CH:13]=2)[N:8]=[C:7]([NH:15][CH2:16][CH2:17][CH2:18][NH2:19])[CH:6]=1.C[O-].[Na+].[CH2:23]([N:30]1[C:38]2[C:33](=[CH:34][CH:35]=[CH:36][CH:37]=2)[C:32]([CH:39]=O)=[CH:31]1)[C:24]1[CH:29]=[CH:28][CH:27]=[CH:26][CH:25]=1.C([BH3-])#N.[Na+]. (9) Given the product [OH:19][CH:20]([CH2:32][OH:33])[CH2:21][NH:22][C:23]1[CH:30]=[C:29]([N:8]2[C:9]3[CH2:10][C:2]([CH3:16])([CH3:1])[CH2:3][C:4](=[O:15])[C:5]=3[C:6]([C:11]([F:14])([F:13])[F:12])=[N:7]2)[CH:28]=[CH:27][C:24]=1[C:25]#[N:26], predict the reactants needed to synthesize it. The reactants are: [CH3:1][C:2]1([CH3:16])[CH2:10][C:9]2[NH:8][N:7]=[C:6]([C:11]([F:14])([F:13])[F:12])[C:5]=2[C:4](=[O:15])[CH2:3]1.[H-].[Na+].[OH:19][CH:20]([CH2:32][OH:33])[CH2:21][NH:22][C:23]1[CH:30]=[C:29](F)[CH:28]=[CH:27][C:24]=1[C:25]#[N:26].[NH4+].[Cl-].